From a dataset of Reaction yield outcomes from USPTO patents with 853,638 reactions. Predict the reaction yield, written as a fraction of the theoretical maximum amount of product (1.0 means a 100% yield; for example, 0.34 means a 34% yield). (1) The reactants are C[Si](Cl)(C)C.[Cl:6][C:7]1[CH:8]=[C:9]([C@@H:13]([OH:16])[CH2:14]O)[CH:10]=[CH:11][CH:12]=1.C(OCC)(OCC)(OCC)C.C(=O)([O-])[O-].[K+].[K+]. The catalyst is ClCCl. The product is [Cl:6][C:7]1[CH:8]=[C:9]([C@@H:13]2[CH2:14][O:16]2)[CH:10]=[CH:11][CH:12]=1. The yield is 0.610. (2) The reactants are [Br:1][C:2]1[CH:10]=[C:9]2[C:5]([CH2:6][C:7]3([CH2:16][CH2:15][C:14](F)(F)[CH2:13][CH2:12]3)[C:8]2=[O:11])=[CH:4][CH:3]=1.C([O-])([O-])=[O:20].[Cs+].[Cs+]. No catalyst specified. The product is [Br:1][C:2]1[CH:10]=[C:9]2[C:5]([CH2:6][C:7]3([CH2:16][CH2:15][C:14](=[O:20])[CH2:13][CH2:12]3)[C:8]2=[O:11])=[CH:4][CH:3]=1. The yield is 0.530. (3) The reactants are [CH3:1][O:2][C:3]1[CH:4]=[C:5]([C:9]2[CH:14]=[CH:13][CH:12]=[C:11]([O:15][CH3:16])[CH:10]=2)[CH:6]=[CH:7][CH:8]=1.[Br:17]N1C(=O)CCC1=O. The catalyst is CN(C)C=O. The product is [Br:17][C:14]1[CH:13]=[CH:12][C:11]([O:15][CH3:16])=[CH:10][C:9]=1[C:5]1[CH:6]=[CH:7][CH:8]=[C:3]([O:2][CH3:1])[CH:4]=1. The yield is 0.980. (4) The reactants are [Cl:1][C:2]1[N:7]=[C:6](Cl)[C:5]([N+:9]([O-:11])=[O:10])=[CH:4][N:3]=1.CCN(C(C)C)C(C)C.[CH:21]([O:24][C:25]1[NH:29][N:28]=[C:27]([NH2:30])[CH:26]=1)([CH3:23])[CH3:22]. The catalyst is C1COCC1. The product is [Cl:1][C:2]1[N:7]=[C:6]([NH:30][C:27]2[CH:26]=[C:25]([O:24][CH:21]([CH3:23])[CH3:22])[NH:29][N:28]=2)[C:5]([N+:9]([O-:11])=[O:10])=[CH:4][N:3]=1. The yield is 0.450. (5) No catalyst specified. The reactants are [NH2:1][C:2]1[C:11]2[CH:10]=[CH:9][C:8]([F:12])=[C:7](Br)[C:6]=2[N:5]=[C:4]2[CH2:14][N:15]([CH2:18][CH3:19])[C:16](=[O:17])[C:3]=12.[F:20][C:21]1[CH:26]=[CH:25][CH:24]=[C:23]([O:27][CH3:28])[C:22]=1B(O)O. The product is [NH2:1][C:2]1[C:11]2[CH:10]=[CH:9][C:8]([F:12])=[C:7]([C:22]3[C:23]([O:27][CH3:28])=[CH:24][CH:25]=[CH:26][C:21]=3[F:20])[C:6]=2[N:5]=[C:4]2[CH2:14][N:15]([CH2:18][CH3:19])[C:16](=[O:17])[C:3]=12. The yield is 0.0680. (6) The reactants are O.NN.[Cl:4][C:5]1[CH:6]=[C:7]([C:13](=O)[C:14]([OH:16])=[O:15])[CH:8]=[CH:9][C:10]=1[S:11][CH3:12].[OH-].[K+].Cl. The catalyst is O. The product is [Cl:4][C:5]1[CH:6]=[C:7]([CH2:13][C:14]([OH:16])=[O:15])[CH:8]=[CH:9][C:10]=1[S:11][CH3:12]. The yield is 0.890. (7) The reactants are [Na].[C:2]([CH2:4][C:5]([NH2:7])=[O:6])#[N:3].[CH3:8][S:9][C:10](SC)=[CH:11][C:12]([C:14]1[CH:15]=[N:16][CH:17]=[CH:18][CH:19]=1)=O. The catalyst is CC(O)C. The product is [CH3:8][S:9][C:10]1[CH:11]=[C:12]([C:14]2[CH:15]=[N:16][CH:17]=[CH:18][CH:19]=2)[NH:7][C:5](=[O:6])[C:4]=1[C:2]#[N:3]. The yield is 0.830. (8) The reactants are [NH2:1][C:2]1[CH:7]=[CH:6][C:5]([CH2:8][CH2:9][NH2:10])=[CH:4][CH:3]=1.C[Si]([N-][Si](C)(C)C)(C)C.[Na+].[CH2:21]1[O:29][C@@H:22]1[C:23]1[CH:28]=[CH:27][CH:26]=[CH:25][CH:24]=1.Cl. The catalyst is O1CCCC1.CN1CCCN(C)C1=O. The product is [OH:29][C@H:22]([C:23]1[CH:28]=[CH:27][CH:26]=[CH:25][CH:24]=1)[CH2:21][NH:1][C:2]1[CH:7]=[CH:6][C:5]([CH2:8][CH2:9][NH2:10])=[CH:4][CH:3]=1. The yield is 0.570. (9) The catalyst is O1CCOCC1. The product is [NH:30]1[C:29]([C:26]2[CH:27]=[C:28]3[C:23](=[CH:24][CH:25]=2)[NH:22][N:21]=[C:20]3[C:16]2[CH:15]=[C:14]([C:12]([NH:11][C@H:3]3[C:4]4[C:9](=[CH:8][CH:7]=[CH:6][CH:5]=4)[CH2:10][C@H:2]3[OH:1])=[O:13])[CH:19]=[CH:18][CH:17]=2)=[N:33][CH:32]=[N:31]1. The reactants are [OH:1][C@@H:2]1[CH2:10][C:9]2[C:4](=[CH:5][CH:6]=[CH:7][CH:8]=2)[C@@H:3]1[NH:11][C:12]([C:14]1[CH:19]=[CH:18][CH:17]=[C:16]([C:20]2[C:28]3[C:23](=[CH:24][CH:25]=[C:26]([C:29]4[N:33]=[CH:32][N:31](C(C5C=CC=CC=5)(C5C=CC=CC=5)C5C=CC=CC=5)[N:30]=4)[CH:27]=3)[N:22](C3CCCCO3)[N:21]=2)[CH:15]=1)=[O:13].Cl.C(=O)(O)[O-].[Na+]. The yield is 0.120. (10) The reactants are [F:1][C:2]1[CH:15]=[CH:14][C:13]([F:16])=[CH:12][C:3]=1[O:4][C:5]1[CH:11]=[CH:10][C:8](N)=[CH:7][CH:6]=1.Cl.N([O-])=O.[Na+].[Na+].[I-:23]. The catalyst is O. The product is [F:1][C:2]1[CH:15]=[CH:14][C:13]([F:16])=[CH:12][C:3]=1[O:4][C:5]1[CH:11]=[CH:10][C:8]([I:23])=[CH:7][CH:6]=1. The yield is 0.780.